Task: Predict the reaction yield, written as a fraction of the theoretical maximum amount of product (1.0 means a 100% yield; for example, 0.34 means a 34% yield).. Dataset: Reaction yield outcomes from USPTO patents with 853,638 reactions (1) The product is [CH3:37][O:36][C:29]1[CH:30]=[CH:31][C:32]2[C@@H:33]3[C@H:24]([C@H:21]4[C@@:19]([CH2:35][CH2:34]3)([CH3:20])[C@@H:18]([OH:17])[CH2:23][CH2:22]4)[C@H:25]([CH2:39][CH:40]=[CH2:41])[CH2:26][C:27]=2[CH:28]=1. The reactants are C([SiH](CC)CC)C.B(F)(F)F.CCOCC.[OH:17][C@H:18]1[CH2:23][CH2:22][C@H:21]2[C@H:24]3[C@H:33]([CH2:34][CH2:35][C@:19]12[CH3:20])[C:32]1[CH:31]=[CH:30][C:29]([O:36][CH3:37])=[CH:28][C:27]=1[C:26](=O)[C@H:25]3[CH2:39][CH:40]=[CH2:41].C(=O)([O-])[O-].[K+].[K+]. The yield is 0.980. The catalyst is ClCCl. (2) The reactants are I[C:2]1[CH:3]=[CH:4][C:5]2[N:6]([CH:8]=[C:9]([NH:11][C:12]([CH:14]3[CH2:16][CH2:15]3)=[O:13])[N:10]=2)[N:7]=1.[CH3:17][C:18]1[NH:19][C:20]2[C:25]([CH:26]=1)=[CH:24][C:23]([OH:27])=[CH:22][CH:21]=2.C(=O)([O-])[O-].[K+].[K+]. The catalyst is CN(C)C=O. The product is [CH3:17][C:18]1[NH:19][C:20]2[C:25]([CH:26]=1)=[CH:24][C:23]([O:27][C:2]1[CH:3]=[CH:4][C:5]3[N:6]([CH:8]=[C:9]([NH:11][C:12]([CH:14]4[CH2:16][CH2:15]4)=[O:13])[N:10]=3)[N:7]=1)=[CH:22][CH:21]=2. The yield is 0.190. (3) The reactants are [CH:1]([C:4]1[C:8]([CH2:9][CH2:10][CH2:11][OH:12])=[CH:7][N:6]([C:13]2[CH:18]=[CH:17][C:16]([C:19]([F:22])([F:21])[F:20])=[CH:15][N:14]=2)[N:5]=1)([CH3:3])[CH3:2].[CH:23]1([N:29]2[C:33]([CH2:34][CH2:35][C:36]([O:38]CC)=[O:37])=[CH:32][C:31](O)=[N:30]2)[CH2:28][CH2:27][CH2:26][CH2:25][CH2:24]1.C(P(CCCC)CCCC)CCC.N(C(N1CCCCC1)=O)=NC(N1CCCCC1)=O. The catalyst is O1CCCC1. The product is [CH:23]1([N:29]2[C:33]([CH2:34][CH2:35][C:36]([OH:38])=[O:37])=[CH:32][C:31]([O:12][CH2:11][CH2:10][CH2:9][C:8]3[C:4]([CH:1]([CH3:3])[CH3:2])=[N:5][N:6]([C:13]4[CH:18]=[CH:17][C:16]([C:19]([F:21])([F:20])[F:22])=[CH:15][N:14]=4)[CH:7]=3)=[N:30]2)[CH2:24][CH2:25][CH2:26][CH2:27][CH2:28]1. The yield is 0.340. (4) The reactants are [CH3:1][C:2]1[C:6]2=[N+:7]([O-])[C:8]([CH3:11])=[CH:9][CH:10]=[C:5]2[O:4][N:3]=1.O=P(Cl)(Cl)[Cl:15].C([O-])(O)=O.[Na+]. The catalyst is C(Cl)(Cl)Cl. The product is [Cl:15][C:10]1[CH:9]=[C:8]([CH3:11])[N:7]=[C:6]2[C:2]([CH3:1])=[N:3][O:4][C:5]=12. The yield is 0.577.